This data is from Catalyst prediction with 721,799 reactions and 888 catalyst types from USPTO. The task is: Predict which catalyst facilitates the given reaction. (1) Reactant: [OH:1][C@@H:2]([CH:4]1[CH2:9][CH2:8][N:7]([C:10]([O:12][C:13]([CH3:16])([CH3:15])[CH3:14])=[O:11])[CH2:6][CH2:5]1)[CH3:3].[Br:17][C:18]1[N:19]=[CH:20][C:21](O)=[N:22][CH:23]=1.C1(P(C2C=CC=CC=2)C2C=CC=CC=2)C=CC=CC=1.CC(OC(/N=N/C(OC(C)C)=O)=O)C. Product: [Br:17][C:18]1[N:19]=[CH:20][C:21]([O:1][C@H:2]([CH:4]2[CH2:5][CH2:6][N:7]([C:10]([O:12][C:13]([CH3:15])([CH3:14])[CH3:16])=[O:11])[CH2:8][CH2:9]2)[CH3:3])=[N:22][CH:23]=1. The catalyst class is: 1. (2) Reactant: C(N(CC)CC)C.[CH3:8][O:9][CH2:10]Cl.O1CCCC1.[F:17][C:18]1[CH:26]=[CH:25][C:21]([C:22]([OH:24])=O)=[CH:20][C:19]=1[OH:27]. Product: [F:17][C:18]1[CH:26]=[CH:25][C:21]([CH2:22][OH:24])=[CH:20][C:19]=1[O:27][CH2:8][O:9][CH3:10]. The catalyst class is: 13.